This data is from Full USPTO retrosynthesis dataset with 1.9M reactions from patents (1976-2016). The task is: Predict the reactants needed to synthesize the given product. (1) Given the product [Br:1][C:2]1[CH:10]=[CH:9][C:5]([C:6]([C:16]2[CH:21]=[CH:20][CH:19]=[CH:18][CH:17]=2)=[O:8])=[CH:4][C:3]=1[CH3:11], predict the reactants needed to synthesize it. The reactants are: [Br:1][C:2]1[CH:10]=[CH:9][C:5]([C:6]([OH:8])=O)=[CH:4][C:3]=1[CH3:11].S(Cl)(Cl)=O.[CH:16]1[CH:21]=[CH:20][CH:19]=[CH:18][CH:17]=1.[Cl-].[Cl-].[Cl-].[Al+3].Cl. (2) Given the product [Cl:1][C:2]1[CH:3]=[C:4]2[C:8](=[CH:9][CH:10]=1)[N:7]([C:11]1[N:15]([CH3:16])[N:14]=[C:13]([CH3:17])[C:12]=1[CH2:18][CH2:19][S:20]([NH:23][C:24]([N:31]1[CH2:36][CH2:35][CH2:34][CH2:33][CH2:32]1)=[O:30])(=[O:22])=[O:21])[CH:6]=[CH:5]2, predict the reactants needed to synthesize it. The reactants are: [Cl:1][C:2]1[CH:3]=[C:4]2[C:8](=[CH:9][CH:10]=1)[N:7]([C:11]1[N:15]([CH3:16])[N:14]=[C:13]([CH3:17])[C:12]=1[CH2:18][CH2:19][S:20]([NH:23][C:24](=[O:30])OCCCC)(=[O:22])=[O:21])[CH:6]=[CH:5]2.[NH:31]1[CH2:36][CH2:35][CH2:34][CH2:33][CH2:32]1.[Cl-].[NH4+]. (3) Given the product [CH2:15]([C:13]1[S:14][C:10]2[C:9]3[CH:8]=[CH:7][C:6]([O:17][CH2:30][C:31]4[O:32][C:33]([C:36]([F:39])([F:38])[F:37])=[CH:34][CH:35]=4)=[CH:5][C:4]=3[N:3]=[C:2]([NH2:1])[C:11]=2[N:12]=1)[CH3:16], predict the reactants needed to synthesize it. The reactants are: [NH2:1][C:2]1[C:11]2[N:12]=[C:13]([CH2:15][CH3:16])[S:14][C:10]=2[C:9]2[CH:8]=[CH:7][C:6]([OH:17])=[CH:5][C:4]=2[N:3]=1.C(=O)([O-])[O-].[Cs+].[Cs+].CN(C=O)C.Br[CH2:30][C:31]1[O:32][C:33]([C:36]([F:39])([F:38])[F:37])=[CH:34][CH:35]=1. (4) Given the product [S:1]([OH:5])([OH:4])(=[O:3])=[O:2].[F:11][C:12]1[CH:13]=[C:14]([NH:23][C:24]([C@@H:26]2[N:35]([C:36]([C@@H:38]3[CH2:41][C@H:40]([C:42]([OH:44])=[O:43])[CH2:39]3)=[O:37])[CH2:34][CH2:33][C:32]3[N:31]=[C:30]([O:45][CH3:46])[CH:29]=[CH:28][C:27]2=3)=[O:25])[CH:15]=[C:16]2[C:20]=1[C:19]([CH3:21])([CH3:22])[CH2:18][CH2:17]2, predict the reactants needed to synthesize it. The reactants are: [S:1](=[O:5])(=[O:4])([OH:3])[OH:2].C1COCC1.[F:11][C:12]1[CH:13]=[C:14]([NH:23][C:24]([C@@H:26]2[N:35]([C:36]([C@@H:38]3[CH2:41][C@H:40]([C:42]([OH:44])=[O:43])[CH2:39]3)=[O:37])[CH2:34][CH2:33][C:32]3[N:31]=[C:30]([O:45][CH3:46])[CH:29]=[CH:28][C:27]2=3)=[O:25])[CH:15]=[C:16]2[C:20]=1[C:19]([CH3:22])([CH3:21])[CH2:18][CH2:17]2. (5) Given the product [Cl:1][C:2]1[CH:3]=[CH:4][C:5]([C@@:8]2([CH3:41])[C@:12]([C:14]3[CH:19]=[CH:18][C:17]([Cl:20])=[CH:16][CH:15]=3)([CH3:13])[N:11]([C:21]([N:47]3[CH2:48][CH2:49][N:44]([CH2:50][C:51]([NH2:53])=[O:52])[CH2:45][CH2:46]3)=[O:22])[C:10]([C:24]3[CH:29]=[CH:28][C:27]([S:30]([N:33]4[CH2:34][CH2:35][CH2:36][CH2:37]4)(=[O:31])=[O:32])=[CH:26][C:25]=3[O:38][CH2:39][CH3:40])=[N:9]2)=[CH:6][CH:7]=1, predict the reactants needed to synthesize it. The reactants are: [Cl:1][C:2]1[CH:7]=[CH:6][C:5]([C:8]2([CH3:41])[C:12]([C:14]3[CH:19]=[CH:18][C:17]([Cl:20])=[CH:16][CH:15]=3)([CH3:13])[N:11]([C:21](Cl)=[O:22])[C:10]([C:24]3[CH:29]=[CH:28][C:27]([S:30]([N:33]4[CH2:37][CH2:36][CH2:35][CH2:34]4)(=[O:32])=[O:31])=[CH:26][C:25]=3[O:38][CH2:39][CH3:40])=[N:9]2)=[CH:4][CH:3]=1.Cl.Cl.[N:44]1([CH2:50][C:51]([NH2:53])=[O:52])[CH2:49][CH2:48][NH:47][CH2:46][CH2:45]1. (6) The reactants are: [NH2:1][CH:2]([C:7]1[CH:12]=[CH:11][C:10]([C:13]#[N:14])=[C:9]([F:15])[CH:8]=1)[CH2:3][C:4]([OH:6])=[O:5].S(Cl)(Cl)=O.[CH3:20]O. Given the product [CH3:20][O:5][C:4](=[O:6])[CH2:3][CH:2]([NH2:1])[C:7]1[CH:12]=[CH:11][C:10]([C:13]#[N:14])=[C:9]([F:15])[CH:8]=1, predict the reactants needed to synthesize it.